Dataset: Reaction yield outcomes from USPTO patents with 853,638 reactions. Task: Predict the reaction yield, written as a fraction of the theoretical maximum amount of product (1.0 means a 100% yield; for example, 0.34 means a 34% yield). (1) The reactants are [OH:1][C:2]1[CH:10]=[CH:9][C:8]([C:11]2[S:12][CH:13]=[CH:14][CH:15]=2)=[CH:7][C:3]=1[C:4]([OH:6])=O.[CH2:16]([O:18][C:19]([C:21]1[S:25][C:24]([NH2:26])=[N:23][C:22]=1[C:27]1[CH:32]=[CH:31][CH:30]=[CH:29][CH:28]=1)=[O:20])[CH3:17]. No catalyst specified. The product is [CH2:16]([O:18][C:19]([C:21]1[S:25][C:24]([NH:26][C:4](=[O:6])[C:3]2[CH:7]=[C:8]([C:11]3[S:12][CH:13]=[CH:14][CH:15]=3)[CH:9]=[CH:10][C:2]=2[OH:1])=[N:23][C:22]=1[C:27]1[CH:32]=[CH:31][CH:30]=[CH:29][CH:28]=1)=[O:20])[CH3:17]. The yield is 0.582. (2) The reactants are [CH3:1][C:2]1[CH:7]=[C:6]([C:8]2[CH:13]=[C:12]([CH3:14])[CH:11]=[C:10]([CH3:15])[CH:9]=2)[C:5]([O:16]C)=[C:4]([C:18]2[CH:23]=[C:22]([CH3:24])[CH:21]=[C:20]([CH3:25])[CH:19]=2)[CH:3]=1.O.C(OCC)C. The catalyst is C(Cl)Cl. The product is [CH3:1][C:2]1[CH:3]=[C:4]([C:18]2[CH:23]=[C:22]([CH3:24])[CH:21]=[C:20]([CH3:25])[CH:19]=2)[C:5]([OH:16])=[C:6]([C:8]2[CH:9]=[C:10]([CH3:15])[CH:11]=[C:12]([CH3:14])[CH:13]=2)[CH:7]=1. The yield is 0.920. (3) The reactants are CC(C[AlH]CC(C)C)C.[F:10][C:11]1[CH:16]=[CH:15][C:14]([C:17]2[O:18][CH:19]=[C:20]([C:22](OC)=[O:23])[N:21]=2)=[CH:13][CH:12]=1. The yield is 0.860. The catalyst is C1COCC1. The product is [F:10][C:11]1[CH:12]=[CH:13][C:14]([C:17]2[O:18][CH:19]=[C:20]([CH2:22][OH:23])[N:21]=2)=[CH:15][CH:16]=1. (4) The reactants are [CH2:1]([O:8][C:9]([N:11]1[CH2:15][CH:14]2[CH:16]([O:20]C(=O)C3C=CC=CC=3)[CH:17]([F:19])[CH2:18][CH:13]2[CH2:12]1)=[O:10])[C:2]1[CH:7]=[CH:6][CH:5]=[CH:4][CH:3]=1.C[O-].[Na+].C(O)(=O)C. The catalyst is CO. The product is [CH2:1]([O:8][C:9]([N:11]1[CH2:15][CH:14]2[CH:16]([OH:20])[CH:17]([F:19])[CH2:18][CH:13]2[CH2:12]1)=[O:10])[C:2]1[CH:3]=[CH:4][CH:5]=[CH:6][CH:7]=1. The yield is 0.190. (5) The reactants are [CH3:1][C:2]1[CH:7]=[C:6]([C:8]2[CH:13]=[CH:12][NH:11][C:10](=[O:14])[N:9]=2)[CH:5]=[CH:4][N:3]=1.[H-].[Na+].Br[CH2:18][CH2:19][CH2:20][CH2:21][Cl:22].O. The product is [Cl:22][CH2:21][CH2:20][CH2:19][CH2:18][N:11]1[CH:12]=[CH:13][C:8]([C:6]2[CH:5]=[CH:4][N:3]=[C:2]([CH3:1])[CH:7]=2)=[N:9][C:10]1=[O:14]. The catalyst is CN(C=O)C. The yield is 0.270. (6) The reactants are [CH2:1]([NH:8][C:9](=[O:18])[C:10]1[CH:15]=[CH:14][C:13]([NH:16][NH2:17])=[N:12][CH:11]=1)[C:2]1[CH:7]=[CH:6][CH:5]=[CH:4][CH:3]=1.[C:19]([C:21]1[CH:22]=[N:23][N:24]([C:26](=[CH:32]N(C)C)[C:27](OCC)=[O:28])[CH:25]=1)#[N:20].Cl.CCN(C(C)C)C(C)C. The catalyst is CC(O)C. The product is [CH2:1]([NH:8][C:9](=[O:18])[C:10]1[CH:15]=[CH:14][C:13]([N:16]2[C:27]([OH:28])=[C:26]([N:24]3[CH:25]=[C:21]([C:19]#[N:20])[CH:22]=[N:23]3)[CH:32]=[N:17]2)=[N:12][CH:11]=1)[C:2]1[CH:3]=[CH:4][CH:5]=[CH:6][CH:7]=1. The yield is 0.398.